This data is from Full USPTO retrosynthesis dataset with 1.9M reactions from patents (1976-2016). The task is: Predict the reactants needed to synthesize the given product. (1) Given the product [F:20][C:18]1[C:17]([F:21])=[CH:16][C:12]([CH2:13][OH:14])=[C:11]([S:10][C:5]2[CH:6]=[CH:7][CH:8]=[CH:9][C:4]=2[CH2:1][OH:2])[CH:19]=1, predict the reactants needed to synthesize it. The reactants are: [C:1]([C:4]1[CH:9]=[CH:8][CH:7]=[CH:6][C:5]=1[S:10][C:11]1[CH:19]=[C:18]([F:20])[C:17]([F:21])=[CH:16][C:12]=1[C:13](O)=[O:14])(O)=[O:2].S(C1C=CC=CC=1C(OC)=O)C1C=CC=CC=1C(OC)=O. (2) Given the product [Cl:1][C:2]1[CH:3]=[C:4]2[CH:10]=[C:9]([C:11]([NH:13][NH:14][C:45]([C:46]3[CH:54]=[CH:53][C:52]4[O:51][CH2:50][O:49][C:48]=4[CH:47]=3)=[O:55])=[O:12])[NH:8][C:5]2=[CH:6][N:7]=1, predict the reactants needed to synthesize it. The reactants are: [Cl:1][C:2]1[CH:3]=[C:4]2[CH:10]=[C:9]([C:11]([NH:13][NH2:14])=[O:12])[NH:8][C:5]2=[CH:6][N:7]=1.C1C=CC2N(O)N=NC=2C=1.CCN=C=NCCCN(C)C.CCN(C(C)C)C(C)C.[C:45](O)(=[O:55])[C:46]1[CH:54]=[CH:53][C:52]2[O:51][CH2:50][O:49][C:48]=2[CH:47]=1. (3) Given the product [Cl:1][C:2]1[CH:3]=[CH:4][C:5]([NH:12][C:13]2[N:17]=[C:16]([NH2:18])[NH:15][N:14]=2)=[CH:6][C:7]=1[C:8]([F:9])([F:10])[F:11], predict the reactants needed to synthesize it. The reactants are: [Cl:1][C:2]1[C:7]([C:8]([F:11])([F:10])[F:9])=[CH:6][C:5]([NH:12][C:13]2[N:17]=[C:16]([N:18](CC3C=CC(OC)=CC=3)CC3C=CC(OC)=CC=3)[N:15](CC3C=CC(OC)=CC=3)[N:14]=2)=[CH:4][CH:3]=1.C(O)(C(F)(F)F)=O. (4) Given the product [CH2:23]([N:21]([CH3:22])[C:20]([CH:15]1[CH2:16][CH:17]([OH:19])[CH2:18][CH:14]1[C:12]([NH:11][C:6]1([C:4]([OH:5])=[O:3])[CH2:8][CH:7]1[CH:9]=[CH2:10])=[O:13])=[O:29])[CH2:24][CH2:25][CH2:26][CH:27]=[CH2:28], predict the reactants needed to synthesize it. The reactants are: C([O:3][C:4]([C:6]1([NH:11][C:12]([CH:14]2[CH2:18][CH:17]([OH:19])[CH2:16][CH:15]2[C:20](=[O:29])[N:21]([CH2:23][CH2:24][CH2:25][CH2:26][CH:27]=[CH2:28])[CH3:22])=[O:13])[CH2:8][CH:7]1[CH:9]=[CH2:10])=[O:5])C.[Li+].[OH-].Cl. (5) Given the product [Br:1][CH2:2][C:3]1[C:12]2[C:7](=[CH:8][CH:9]=[CH:10][CH:11]=2)[C:6]([C:13]([Cl:19])=[O:15])=[CH:5][CH:4]=1, predict the reactants needed to synthesize it. The reactants are: [Br:1][CH2:2][C:3]1[C:12]2[C:7](=[CH:8][CH:9]=[CH:10][CH:11]=2)[C:6]([C:13]([OH:15])=O)=[CH:5][CH:4]=1.C(Cl)(=O)C([Cl:19])=O.